From a dataset of Reaction yield outcomes from USPTO patents with 853,638 reactions. Predict the reaction yield, written as a fraction of the theoretical maximum amount of product (1.0 means a 100% yield; for example, 0.34 means a 34% yield). The reactants are Cl[C:2]1[CH:7]=[C:6]([O:8][C:9]2[C:14]([F:15])=[CH:13][C:12]([NH:16][C:17]([C:19]3([C:22]([NH:24][C:25]4[CH:30]=[CH:29][CH:28]=[CH:27][CH:26]=4)=[O:23])[CH2:21][CH2:20]3)=[O:18])=[C:11]([F:31])[CH:10]=2)[CH:5]=[CH:4][N:3]=1.[C:32]([NH2:35])(=[O:34])[CH3:33].C(=O)([O-])[O-].[Cs+].[Cs+].CC1(C)C2C(=C(P(C3C=CC=CC=3)C3C=CC=CC=3)C=CC=2)OC2C(P(C3C=CC=CC=3)C3C=CC=CC=3)=CC=CC1=2. The catalyst is O1CCOCC1.C([O-])(=O)C.[Pd+2].C([O-])(=O)C.ClCCl. The product is [C:32]([NH:35][C:2]1[CH:7]=[C:6]([O:8][C:9]2[C:14]([F:15])=[CH:13][C:12]([NH:16][C:17]([C:19]3([C:22]([NH:24][C:25]4[CH:30]=[CH:29][CH:28]=[CH:27][CH:26]=4)=[O:23])[CH2:21][CH2:20]3)=[O:18])=[C:11]([F:31])[CH:10]=2)[CH:5]=[CH:4][N:3]=1)(=[O:34])[CH3:33]. The yield is 0.580.